From a dataset of Forward reaction prediction with 1.9M reactions from USPTO patents (1976-2016). Predict the product of the given reaction. (1) The product is: [F:8][C:7]1[CH:6]=[CH:5][C:4]([O:9][C:11]2[CH:16]=[N:15][C:14]([N+:17]([O-:19])=[O:18])=[CH:13][CH:12]=2)=[CH:3][C:2]=1[NH2:1]. Given the reactants [NH2:1][C:2]1[CH:3]=[C:4]([OH:9])[CH:5]=[CH:6][C:7]=1[F:8].Br[C:11]1[CH:12]=[CH:13][C:14]([N+:17]([O-:19])=[O:18])=[N:15][CH:16]=1, predict the reaction product. (2) Given the reactants Cl[C:2]1[C:3]([C:23]2[CH:28]=[CH:27][C:26]([Cl:29])=[CH:25][CH:24]=2)=[CH:4][C:5]2[N:6]([C:8](=[O:22])[N:9]([CH2:11][C:12]3[CH:13]=[N:14][C:15]([C:18]([F:21])([F:20])[F:19])=[CH:16][CH:17]=3)[N:10]=2)[N:7]=1.[Cl:30][C:31]1[CH:36]=[CH:35][C:34](B(O)O)=[CH:33][CH:32]=1.[O-]P([O-])([O-])=O.[K+].[K+].[K+].C(Cl)Cl, predict the reaction product. The product is: [Cl:30][C:31]1[CH:36]=[CH:35][C:34]([C:2]2[C:3]([C:23]3[CH:24]=[CH:25][C:26]([Cl:29])=[CH:27][CH:28]=3)=[CH:4][C:5]3[N:6]([C:8](=[O:22])[N:9]([CH2:11][C:12]4[CH:13]=[N:14][C:15]([C:18]([F:21])([F:20])[F:19])=[CH:16][CH:17]=4)[N:10]=3)[N:7]=2)=[CH:33][CH:32]=1. (3) Given the reactants C(=O)([O-])[O-].[K+].[K+].[CH3:7][O:8][C:9]1[CH:10]=[C:11]([CH:21]=[CH:22][CH:23]=1)[CH2:12][O:13][C:14]1[CH:15]=[C:16]([OH:20])[CH:17]=[CH:18][CH:19]=1.[CH2:24]([O:26][C:27]([C:29]1[C:30]2[S:38][CH:37]=[C:36]([CH2:39]Br)[C:31]=2[C:32]([Cl:35])=[N:33][CH:34]=1)=[O:28])[CH3:25], predict the reaction product. The product is: [CH2:24]([O:26][C:27]([C:29]1[C:30]2[S:38][CH:37]=[C:36]([CH2:39][O:20][C:16]3[CH:17]=[CH:18][CH:19]=[C:14]([O:13][CH2:12][C:11]4[CH:21]=[CH:22][CH:23]=[C:9]([O:8][CH3:7])[CH:10]=4)[CH:15]=3)[C:31]=2[C:32]([Cl:35])=[N:33][CH:34]=1)=[O:28])[CH3:25]. (4) Given the reactants [CH2:1]([NH:8][C:9]1[C:14]([N+:15]([O-])=O)=[CH:13][CH:12]=[C:11]([N:18]2[CH2:23][CH2:22][N:21]([CH3:24])[CH2:20][CH2:19]2)N=1)[C:2]1[CH:7]=[CH:6][CH:5]=[CH:4][CH:3]=1.[H][H].[CH2:27]1COCC1, predict the reaction product. The product is: [CH2:1]([NH:8][C:9]1[C:14]([NH2:15])=[CH:13][CH:12]=[C:11]([N:18]2[CH2:23][CH2:22][N:21]([CH3:24])[CH2:20][CH2:19]2)[CH:27]=1)[C:2]1[CH:7]=[CH:6][CH:5]=[CH:4][CH:3]=1. (5) Given the reactants [CH:1]1([S:4](Cl)(=[O:6])=[O:5])[CH2:3][CH2:2]1.[CH2:8]([OH:15])[C:9]1[CH:14]=[CH:13][CH:12]=[CH:11][CH:10]=1.N1C=CC=CC=1, predict the reaction product. The product is: [CH:1]1([S:4]([O:15][CH2:8][C:9]2[CH:14]=[CH:13][CH:12]=[CH:11][CH:10]=2)(=[O:6])=[O:5])[CH2:3][CH2:2]1. (6) Given the reactants [F:1][C:2]1([CH2:17][OH:18])[CH2:6][CH2:5][N:4]([C:7]([O:9][CH2:10][C:11]2[CH:16]=[CH:15][CH:14]=[CH:13][CH:12]=2)=[O:8])[CH2:3]1.[H-].[Na+].I[CH3:22], predict the reaction product. The product is: [F:1][C:2]1([CH2:17][O:18][CH3:22])[CH2:6][CH2:5][N:4]([C:7]([O:9][CH2:10][C:11]2[CH:16]=[CH:15][CH:14]=[CH:13][CH:12]=2)=[O:8])[CH2:3]1. (7) Given the reactants C([O:5][C:6](=[O:30])[CH2:7][CH2:8][N:9]1[CH2:14][CH2:13][S:12](=[O:15])[CH:11]([C:16]2[CH:21]=[CH:20][C:19]([O:22][C:23]3[CH:28]=[CH:27][CH:26]=[CH:25][C:24]=3[Cl:29])=[CH:18][CH:17]=2)[CH2:10]1)(C)(C)C.[C:31]([OH:37])([C:33]([F:36])([F:35])[F:34])=[O:32].C1(C)C=CC=CC=1, predict the reaction product. The product is: [F:34][C:33]([F:36])([F:35])[C:31]([OH:37])=[O:32].[Cl:29][C:24]1[CH:25]=[CH:26][CH:27]=[CH:28][C:23]=1[O:22][C:19]1[CH:20]=[CH:21][C:16]([CH:11]2[S:12](=[O:15])[CH2:13][CH2:14][N:9]([CH2:8][CH2:7][C:6]([OH:30])=[O:5])[CH2:10]2)=[CH:17][CH:18]=1. (8) The product is: [C:27]([N:19]([C:20]1[CH:25]=[CH:24][CH:23]=[C:22]([F:26])[CH:21]=1)[C:11]1([C:14]([O:16][CH2:17][CH3:18])=[O:15])[CH2:12][CH2:13][N:8]([CH2:1][C:2]2[CH:3]=[CH:4][CH:5]=[CH:6][CH:7]=2)[CH2:9][CH2:10]1)(=[O:29])[CH3:28]. Given the reactants [CH2:1]([N:8]1[CH2:13][CH2:12][C:11]([NH:19][C:20]2[CH:25]=[CH:24][CH:23]=[C:22]([F:26])[CH:21]=2)([C:14]([O:16][CH2:17][CH3:18])=[O:15])[CH2:10][CH2:9]1)[C:2]1[CH:7]=[CH:6][CH:5]=[CH:4][CH:3]=1.[C:27](OC(=O)C)(=[O:29])[CH3:28].[NH4+].[OH-], predict the reaction product.